Dataset: Full USPTO retrosynthesis dataset with 1.9M reactions from patents (1976-2016). Task: Predict the reactants needed to synthesize the given product. (1) Given the product [CH3:1][C:2]1([CH3:10])[O:6][C@H:5]([CH2:7][CH2:8][O:9][NH2:12])[CH2:4][O:3]1, predict the reactants needed to synthesize it. The reactants are: [CH3:1][C:2]1([CH3:10])[O:6][C@H:5]([CH2:7][CH2:8][OH:9])[CH2:4][O:3]1.O[N:12]1C(=O)C2C(=CC=CC=2)C1=O.C1(P(C2C=CC=CC=2)C2C=CC=CC=2)C=CC=CC=1.CC(OC(/N=N/C(OC(C)C)=O)=O)C.O.NN. (2) The reactants are: [Br:1][C:2]1[CH:3]=[C:4]([C:11]([NH:13][CH2:14][C:15]2[C:16](=[O:23])[NH:17][C:18]([CH3:22])=[CH:19][C:20]=2[CH3:21])=[O:12])[C:5]2[CH:10]=[N:9][NH:8][C:6]=2[N:7]=1.C([O-])([O-])=O.[K+].[K+].Cl[CH:31]=[C:32]([CH3:34])[CH3:33].O. Given the product [Br:1][C:2]1[CH:3]=[C:4]([C:11]([NH:13][CH2:14][C:15]2[C:16](=[O:23])[NH:17][C:18]([CH3:22])=[CH:19][C:20]=2[CH3:21])=[O:12])[C:5]2[CH:10]=[N:9][N:8]([CH2:33][C:32]([CH3:34])=[CH2:31])[C:6]=2[N:7]=1, predict the reactants needed to synthesize it. (3) Given the product [N:22]1[C:21]2[NH:25][CH:26]=[CH:27][C:20]=2[C:19]([C:16]2[CH:17]=[CH:18][N:14]([C:12]3([CH2:36][C:37]#[N:38])[CH2:11][N:10]([CH:7]4[CH2:8][CH2:9][N:4]([C:47]([C:45]5[CH:44]=[CH:43][N:42]=[C:41]([C:40]([F:51])([F:39])[F:50])[N:46]=5)=[O:48])[CH2:5][CH2:6]4)[CH2:13]3)[CH:15]=2)=[N:24][CH:23]=1, predict the reactants needed to synthesize it. The reactants are: Cl.Cl.Cl.[NH:4]1[CH2:9][CH2:8][CH:7]([N:10]2[CH2:13][C:12]([CH2:36][C:37]#[N:38])([N:14]3[CH:18]=[CH:17][C:16]([C:19]4[C:20]5[CH:27]=[CH:26][N:25](COCC[Si](C)(C)C)[C:21]=5[N:22]=[CH:23][N:24]=4)=[CH:15]3)[CH2:11]2)[CH2:6][CH2:5]1.[F:39][C:40]([F:51])([F:50])[C:41]1[N:46]=[C:45]([C:47](O)=[O:48])[CH:44]=[CH:43][N:42]=1. (4) Given the product [OH:36][C:33]1[CH:34]=[CH:35][C:30]([C:29]2[S:14][C:12]3[CH:13]=[C:8]([O:7][CH2:6][C@@H:5]([NH:4][C:1](=[O:3])[CH3:2])[CH3:42])[N:9]=[CH:10][C:11]=3[N:28]=2)=[CH:31][CH:32]=1, predict the reactants needed to synthesize it. The reactants are: [C:1]([NH:4][C@@H:5]([CH3:42])[CH2:6][O:7][C:8]1[CH:13]=[C:12]([S:14]CCC(OCC(CC)CCCC)=O)[C:11]([NH:28][C:29](=O)[C:30]2[CH:35]=[CH:34][C:33]([O:36]CC3CC3)=[CH:32][CH:31]=2)=[CH:10][N:9]=1)(=[O:3])[CH3:2].[O-]CC.[Na+].FC(F)(F)C(O)=O. (5) Given the product [F:1][C:2]1[CH:7]=[CH:6][C:5]([C:8]2[C:9](=[O:23])[N:10]([C:17]3[CH:22]=[CH:21][CH:20]=[CH:19][N:18]=3)[CH:11]=[C:12]([C:14]([NH:32][C@@H:30]([C:28]3[O:27][N:26]=[C:25]([CH3:24])[N:29]=3)[CH3:31])=[O:15])[CH:13]=2)=[CH:4][CH:3]=1, predict the reactants needed to synthesize it. The reactants are: [F:1][C:2]1[CH:7]=[CH:6][C:5]([C:8]2[C:9](=[O:23])[N:10]([C:17]3[CH:22]=[CH:21][CH:20]=[CH:19][N:18]=3)[CH:11]=[C:12]([C:14](O)=[O:15])[CH:13]=2)=[CH:4][CH:3]=1.[CH3:24][C:25]1[N:29]=[C:28]([C@H:30]([NH2:32])[CH3:31])[O:27][N:26]=1.CN(C(ON1N=NC2C=CC=NC1=2)=[N+](C)C)C.F[P-](F)(F)(F)(F)F.C(N(C(C)C)CC)(C)C. (6) Given the product [CH:20]1[C:19]2[C:24](=[CH:15][C:16]([C:10]3[C:11]([CH:13]=[O:14])=[N:12][CH:7]=[CH:8][CH:9]=3)=[CH:17][CH:18]=2)[CH:23]=[CH:22][CH:21]=1, predict the reactants needed to synthesize it. The reactants are: C1([C:7]2[N:12]=[C:11]([CH:13]=[O:14])[CH:10]=[CH:9][CH:8]=2)C=CC=CC=1.[CH:15]1[C:24]2[C:19](=[CH:20][CH:21]=[CH:22][CH:23]=2)[CH:18]=[CH:17][C:16]=1B(O)O. (7) Given the product [CH2:20]([O:22][C:23](=[O:24])/[CH:25]=[CH:1]/[CH:3]1[CH2:12][C:11]2[C:6](=[CH:7][CH:8]=[CH:9][CH:10]=2)[CH2:5][N:4]1[C:13]([O:15][C:16]([CH3:19])([CH3:18])[CH3:17])=[O:14])[CH3:21], predict the reactants needed to synthesize it. The reactants are: [CH:1]([CH:3]1[CH2:12][C:11]2[C:6](=[CH:7][CH:8]=[CH:9][CH:10]=2)[CH2:5][N:4]1[C:13]([O:15][C:16]([CH3:19])([CH3:18])[CH3:17])=[O:14])=O.[CH2:20]([O:22][C:23]([CH:25]=P(C1C=CC=CC=1)(C1C=CC=CC=1)C1C=CC=CC=1)=[O:24])[CH3:21].